From a dataset of TCR-epitope binding with 47,182 pairs between 192 epitopes and 23,139 TCRs. Binary Classification. Given a T-cell receptor sequence (or CDR3 region) and an epitope sequence, predict whether binding occurs between them. (1) The epitope is FTISVTTEIL. The TCR CDR3 sequence is CASSLGDGSAIGEQFF. Result: 1 (the TCR binds to the epitope). (2) The TCR CDR3 sequence is CASSATGLSVTDTQYF. Result: 0 (the TCR does not bind to the epitope). The epitope is RLRAEAQVK. (3) The epitope is IIKDYGKQM. The TCR CDR3 sequence is CASSYYRGYGADEQYF. Result: 0 (the TCR does not bind to the epitope). (4) The epitope is RAKFKQLL. The TCR CDR3 sequence is CASRSTGEISNEQYF. Result: 1 (the TCR binds to the epitope). (5) The epitope is TTLPVNVAF. The TCR CDR3 sequence is CASSPFPGEGGQPQHF. Result: 0 (the TCR does not bind to the epitope). (6) The epitope is FTISVTTEIL. Result: 1 (the TCR binds to the epitope). The TCR CDR3 sequence is CASSLDSYRGNYGYTF. (7) The epitope is EHPTFTSQYRIQGKL. The TCR CDR3 sequence is CSARDSKGNGWNTGELFF. Result: 0 (the TCR does not bind to the epitope). (8) The epitope is FIAGLIAIV. Result: 1 (the TCR binds to the epitope). The TCR CDR3 sequence is CASSEKPLYEQYF.